This data is from Reaction yield outcomes from USPTO patents with 853,638 reactions. The task is: Predict the reaction yield, written as a fraction of the theoretical maximum amount of product (1.0 means a 100% yield; for example, 0.34 means a 34% yield). (1) The reactants are [N+:1]([C:4]1[CH:9]=[C:8]([C:10]2[CH:11]=[N:12][CH:13]=[CH:14][CH:15]=2)[CH:7]=[CH:6][C:5]=1[OH:16])([O-])=O.C(O)(=O)C. The catalyst is CO.[Pd]. The product is [NH2:1][C:4]1[CH:9]=[C:8]([C:10]2[CH:11]=[N:12][CH:13]=[CH:14][CH:15]=2)[CH:7]=[CH:6][C:5]=1[OH:16]. The yield is 1.00. (2) The reactants are C(N(CC)CC)C.Cl.[CH3:9][NH:10][CH2:11][C:12]1[CH:20]=[CH:19][CH:18]=[C:17]2[C:13]=1[CH2:14][N:15]([CH:22]1[CH2:27][CH2:26][C:25](=[O:28])[NH:24][C:23]1=[O:29])[C:16]2=[O:21].[Cl:30][C:31]1[CH:32]=[C:33]([CH:37]=[CH:38][C:39]=1[Cl:40])[C:34](Cl)=[O:35]. The catalyst is C1COCC1. The product is [Cl:30][C:31]1[CH:32]=[C:33]([CH:37]=[CH:38][C:39]=1[Cl:40])[C:34]([N:10]([CH2:11][C:12]1[CH:20]=[CH:19][CH:18]=[C:17]2[C:13]=1[CH2:14][N:15]([CH:22]1[CH2:27][CH2:26][C:25](=[O:28])[NH:24][C:23]1=[O:29])[C:16]2=[O:21])[CH3:9])=[O:35]. The yield is 0.700. (3) The reactants are [C:1]1([CH2:7][C@@H:8]([NH:20][C:21]2[CH:26]=[CH:25][CH:24]=[CH:23][CH:22]=2)[C:9]([O:11][C@@H:12]2[CH:17]3[CH2:18][CH2:19][N:14]([CH2:15][CH2:16]3)[CH2:13]2)=[O:10])[CH:6]=[CH:5][CH:4]=[CH:3][CH:2]=1.[Br:27][CH2:28][C:29]([C:31]1[CH:36]=[CH:35][CH:34]=[CH:33][CH:32]=1)=[O:30]. No catalyst specified. The product is [Br-:27].[O:30]=[C:29]([C:31]1[CH:36]=[CH:35][CH:34]=[CH:33][CH:32]=1)[CH2:28][N+:14]12[CH2:15][CH2:16][CH:17]([CH2:18][CH2:19]1)[C@@H:12]([O:11][C:9](=[O:10])[C@H:8]([NH:20][C:21]1[CH:26]=[CH:25][CH:24]=[CH:23][CH:22]=1)[CH2:7][C:1]1[CH:2]=[CH:3][CH:4]=[CH:5][CH:6]=1)[CH2:13]2. The yield is 0.980. (4) The reactants are [O:1]1[CH:5]=[CH:4][CH:3]=[C:2]1[CH2:6][NH:7][S:8]([C:11]1[CH:19]=[CH:18][C:14]([C:15]([OH:17])=[O:16])=[CH:13][CH:12]=1)(=[O:10])=[O:9].[CH3:20][O:21][C:22]1[CH:29]=[CH:28][C:25]([CH2:26]Cl)=[CH:24][CH:23]=1.[C:30](=[O:33])([O-])[O-].[Cs+].[Cs+]. The catalyst is CN(C=O)C.O. The product is [O:1]1[CH:5]=[CH:4][CH:3]=[C:2]1[CH2:6][N:7]([CH2:15][C:14]1[CH:18]=[CH:19][C:11]([O:33][CH3:30])=[CH:12][CH:13]=1)[S:8]([C:11]1[CH:19]=[CH:18][C:14]([C:15]([O:17][CH2:26][C:25]2[CH:28]=[CH:29][C:22]([O:21][CH3:20])=[CH:23][CH:24]=2)=[O:16])=[CH:13][CH:12]=1)(=[O:10])=[O:9]. The yield is 0.800. (5) The reactants are [C:1]([NH:9][NH:10][C:11](=O)[C@@H:12]([NH:14][C:15](=[O:21])[O:16][C:17]([CH3:20])([CH3:19])[CH3:18])[CH3:13])(=O)[C:2]1[CH:7]=[CH:6][CH:5]=[CH:4][CH:3]=1.COC1C=CC(P2(SP(C3C=CC(OC)=CC=3)(=S)S2)=[S:32])=CC=1.C(OCC)(=O)C. The catalyst is CCCCCCC. The product is [C:2]1([C:1]2[S:32][C:11]([C@@H:12]([NH:14][C:15](=[O:21])[O:16][C:17]([CH3:20])([CH3:19])[CH3:18])[CH3:13])=[N:10][N:9]=2)[CH:7]=[CH:6][CH:5]=[CH:4][CH:3]=1. The yield is 0.707. (6) The reactants are C([O:3][C:4]([CH:6]1[CH2:9][CH:8]([NH:10][CH2:11][C:12]2[CH:17]=[N:16][C:15]([C:18]3[N:22]=[C:21]([C:23]4[CH:28]=[CH:27][C:26]([CH2:29][CH:30]([CH3:32])[CH3:31])=[CH:25][CH:24]=4)[O:20][N:19]=3)=[CH:14][N:13]=2)[CH2:7]1)=[O:5])C.[OH-].[Na+]. The catalyst is C(O)C. The product is [CH2:29]([C:26]1[CH:27]=[CH:28][C:23]([C:21]2[O:20][N:19]=[C:18]([C:15]3[N:16]=[CH:17][C:12]([CH2:11][NH:10][C@@H:8]4[CH2:7][C@H:6]([C:4]([OH:5])=[O:3])[CH2:9]4)=[N:13][CH:14]=3)[N:22]=2)=[CH:24][CH:25]=1)[CH:30]([CH3:32])[CH3:31]. The yield is 0.360. (7) The reactants are [NH2:1][C:2]1[CH:3]=[C:4]([OH:12])[C:5](=[CH:10][CH:11]=1)[C:6]([O:8][CH3:9])=[O:7].[C:13]([NH:21][CH2:22][C:23]1[S:27][C:26]([S:28](Cl)(=[O:30])=[O:29])=[CH:25][CH:24]=1)(=[O:20])[C:14]1[CH:19]=[CH:18][CH:17]=[CH:16][CH:15]=1. No catalyst specified. The product is [OH:12][C:4]1[CH:3]=[C:2]([NH:1][S:28]([C:26]2[S:27][C:23]([CH2:22][NH:21][C:13]([C:14]3[CH:15]=[CH:16][CH:17]=[CH:18][CH:19]=3)=[O:20])=[CH:24][CH:25]=2)(=[O:29])=[O:30])[CH:11]=[CH:10][C:5]=1[C:6]([O:8][CH3:9])=[O:7]. The yield is 0.610. (8) The reactants are [CH:1]([CH:3]1[CH2:6][N:5]([C:7]([O:9][C:10]([CH3:13])([CH3:12])[CH3:11])=[O:8])[CH2:4]1)=O.C1C2(CCN(C(OC(C)(C)C)=O)CC2)[CH2:17][CH:16]([C:31]([O:33][CH2:34][CH3:35])=[O:32])[NH:15]1. No catalyst specified. The product is [CH2:6]1[C:3]2([CH2:17][CH:16]([C:31]([O:33][CH2:34][CH3:35])=[O:32])[NH:15][CH2:1]2)[CH2:4][N:5]1[C:7]([O:9][C:10]([CH3:13])([CH3:12])[CH3:11])=[O:8]. The yield is 0.930. (9) The reactants are [CH:1]1([C:7]2[C:8]3[S:24][C:23]([C:25]([O:27]C)=[O:26])=[CH:22][C:9]=3[N:10]([CH2:18][C:19](O)=[O:20])[C:11]=2[C:12]2[CH:17]=[CH:16][CH:15]=[CH:14][CH:13]=2)[CH2:6][CH2:5][CH2:4][CH2:3][CH2:2]1.[NH:29]1[CH2:34][CH2:33][O:32][CH2:31][CH2:30]1.CCN(C(C)C)C(C)C.CN(C(ON1N=NC2C=CC=NC1=2)=[N+](C)C)C.F[P-](F)(F)(F)(F)F.B(Br)(Br)Br. The catalyst is CN(C=O)C.C(Cl)Cl. The product is [CH:1]1([C:7]2[C:8]3[S:24][C:23]([C:25]([OH:27])=[O:26])=[CH:22][C:9]=3[N:10]([CH2:18][C:19]([N:29]3[CH2:34][CH2:33][O:32][CH2:31][CH2:30]3)=[O:20])[C:11]=2[C:12]2[CH:13]=[CH:14][CH:15]=[CH:16][CH:17]=2)[CH2:6][CH2:5][CH2:4][CH2:3][CH2:2]1. The yield is 0.430. (10) The reactants are [NH2:1][C:2]1[N:3]=[C:4]([CH3:29])[C:5]2=[C:6]([CH2:8][C@H:9]([C:14]3[CH:19]=[CH:18][C:17]([F:20])=[CH:16][C:15]=3[C:21]3[CH:26]=[CH:25][CH:24]=[C:23]([O:27][CH3:28])[N:22]=3)[NH:10]/[C:11]/2=[N:12]\[OH:13])[N:7]=1.C([O-])([O-])=O.[Cs+].[Cs+].I[CH2:37][CH2:38][C@H:39]1[CH2:43][O:42][C:41]([CH3:45])([CH3:44])[O:40]1. The catalyst is CN(C=O)C. The product is [CH3:44][C:41]1([CH3:45])[O:40][C@@H:39]([CH2:38][CH2:37][O:13]/[N:12]=[C:11]2\[NH:10][C@@H:9]([C:14]3[CH:19]=[CH:18][C:17]([F:20])=[CH:16][C:15]=3[C:21]3[CH:26]=[CH:25][CH:24]=[C:23]([O:27][CH3:28])[N:22]=3)[CH2:8][C:6]3[N:7]=[C:2]([NH2:1])[N:3]=[C:4]([CH3:29])[C:5]\2=3)[CH2:43][O:42]1. The yield is 0.630.